From a dataset of Full USPTO retrosynthesis dataset with 1.9M reactions from patents (1976-2016). Predict the reactants needed to synthesize the given product. (1) The reactants are: [F:1][C:2]([F:19])([F:18])[C:3]1[CH:8]=[CH:7][C:6]([C:9]2[CH:14]=[CH:13][CH:12]=[C:11]([C:15](=[O:17])[CH3:16])[CH:10]=2)=[CH:5][CH:4]=1.[BH4-].[Na+]. Given the product [F:1][C:2]([F:18])([F:19])[C:3]1[CH:4]=[CH:5][C:6]([C:9]2[CH:14]=[CH:13][CH:12]=[C:11]([CH:15]([OH:17])[CH3:16])[CH:10]=2)=[CH:7][CH:8]=1, predict the reactants needed to synthesize it. (2) Given the product [CH:43]1([CH2:46][C:47]([NH:1][C@@H:2]2[C:16](=[O:17])[N:15]3[CH2:18][C@H:19]([O:21][C:22]4[C:23]5[S:36][CH:35]=[CH:34][C:24]=5[N:25]=[C:26]([C:28]5[CH:33]=[CH:32][CH:31]=[CH:30][N:29]=5)[N:27]=4)[CH2:20][C@H:14]3[C:13](=[O:37])[NH:12][C@:11]3([C:39]([O:41][CH3:42])=[O:40])[CH2:38][C@H:10]3[CH:9]=[CH:8][CH2:7][CH2:6][CH2:5][CH2:4][CH2:3]2)=[O:48])[CH2:45][CH2:44]1, predict the reactants needed to synthesize it. The reactants are: [NH2:1][C@@H:2]1[C:16](=[O:17])[N:15]2[CH2:18][C@H:19]([O:21][C:22]3[C:23]4[S:36][CH:35]=[CH:34][C:24]=4[N:25]=[C:26]([C:28]4[CH:33]=[CH:32][CH:31]=[CH:30][N:29]=4)[N:27]=3)[CH2:20][C@H:14]2[C:13](=[O:37])[NH:12][C@:11]2([C:39]([O:41][CH3:42])=[O:40])[CH2:38][C@H:10]2[CH:9]=[CH:8][CH2:7][CH2:6][CH2:5][CH2:4][CH2:3]1.[CH:43]1([CH2:46][C:47](O)=[O:48])[CH2:45][CH2:44]1.C(N(CC)CC)C.CN(C(ON1N=NC2C=CC=NC1=2)=[N+](C)C)C.F[P-](F)(F)(F)(F)F.C(=O)(O)[O-].[Na+]. (3) Given the product [C:20]([N:19]1[C:13]2=[CH:14][CH:15]=[C:16]3[C:11]([N:10]=[C:9]([CH:30]([CH3:32])[CH3:31])[N:8]([C:5]4[CH:6]=[CH:7][C:2]([Cl:1])=[CH:3][CH:4]=4)[C:17]3=[O:18])=[C:12]2[CH:25]([C:26]([CH3:28])=[CH2:27])[CH2:24][CH2:23]1)(=[O:22])[CH3:21], predict the reactants needed to synthesize it. The reactants are: [Cl:1][C:2]1[CH:7]=[CH:6][C:5]([N:8]2[C:17](=[O:18])[C:16]3[C:11](=[C:12](I)[C:13]([N:19]([CH2:23][CH2:24][CH:25]=[C:26]([CH3:28])[CH3:27])[C:20](=[O:22])[CH3:21])=[CH:14][CH:15]=3)[N:10]=[C:9]2[CH:30]([CH3:32])[CH3:31])=[CH:4][CH:3]=1.C(=O)([O-])[O-].[Cs+].[Cs+]. (4) Given the product [C:1]([C:3]1[CH:4]=[C:5]([C@H:10]2[CH2:14][C:13]([F:15])([F:16])[CH2:12][N:11]2[C:17]2[CH:22]=[CH:21][N:20]3[N:23]=[CH:24][C:25]([C:26]([OH:28])=[O:27])=[C:19]3[CH:18]=2)[CH:6]=[C:7]([F:9])[CH:8]=1)([OH:39])=[O:32], predict the reactants needed to synthesize it. The reactants are: [C:1]([C:3]1[CH:4]=[C:5]([C@H:10]2[CH2:14][C:13]([F:16])([F:15])[CH2:12][N:11]2[C:17]2[CH:22]=[CH:21][N:20]3[N:23]=[CH:24][C:25]([C:26]([O:28]CC)=[O:27])=[C:19]3[CH:18]=2)[CH:6]=[C:7]([F:9])[CH:8]=1)#N.[Li+].[OH-:32].C1COCC1.C[OH:39].O. (5) Given the product [C:16](=[O:17])([O:18][CH2:19][CH3:20])[O:14][C:9]1[CH:10]=[CH:11][CH:12]=[CH:13][C:8]=1[C:1]1[CH:6]=[CH:5][CH:4]=[CH:3][C:2]=1[O:7][C:16](=[O:17])[O:18][CH2:19][CH3:20], predict the reactants needed to synthesize it. The reactants are: [C:1]1([C:8]2[C:9]([OH:14])=[CH:10][CH:11]=[CH:12][CH:13]=2)[C:2]([OH:7])=[CH:3][CH:4]=[CH:5][CH:6]=1.Cl[C:16]([O:18][CH2:19][CH3:20])=[O:17]. (6) Given the product [NH2:45][C:40]1[CH:41]=[CH:42][CH:43]=[CH:44][C:39]=1[NH:46][C:14](=[O:16])[CH2:13][C:11]1[N:10]=[C:9]([CH2:17][N:18]([C:20]2[CH:21]=[CH:22][C:23]([F:26])=[CH:24][CH:25]=2)[CH2:19][CH3:28])[N:8]([C:5]2[CH:4]=[CH:3][C:2]([Cl:1])=[CH:7][CH:6]=2)[CH:12]=1, predict the reactants needed to synthesize it. The reactants are: [Cl:1][C:2]1[CH:7]=[CH:6][C:5]([N:8]2[CH:12]=[C:11]([CH2:13][C:14]([OH:16])=O)[N:10]=[C:9]2[CH2:17][N:18]([C:20]2[CH:25]=[CH:24][C:23]([F:26])=[CH:22][CH:21]=2)[CH3:19])=[CH:4][CH:3]=1.Cl.[CH3:28]N(C)CCCN=C=NCC.[C:39]1([NH2:46])[CH:44]=[CH:43][CH:42]=[CH:41][C:40]=1[NH2:45].